Dataset: Forward reaction prediction with 1.9M reactions from USPTO patents (1976-2016). Task: Predict the product of the given reaction. (1) Given the reactants [CH2:1]([O:3][C:4]1[CH:5]=[CH:6][C:7]2[N:8]([N:10]=[C:11]([C:13]3[CH:30]=[CH:29][C:16]([O:17][CH2:18][C@@H:19]([NH:21][C:22](=[O:28])[O:23][C:24]([CH3:27])([CH3:26])[CH3:25])[CH3:20])=[CH:15][CH:14]=3)[CH:12]=2)[CH:9]=1)[CH3:2].CCCCCC.C([Li])CCC.C1C=CC(S(N(S(C2C=CC=CC=2)(=O)=O)[F:52])(=O)=O)=CC=1, predict the reaction product. The product is: [CH2:1]([O:3][C:4]1[CH:5]=[CH:6][C:7]2[N:8]([N:10]=[C:11]([C:13]3[CH:30]=[CH:29][C:16]([O:17][CH2:18][C@@H:19]([NH:21][C:22](=[O:28])[O:23][C:24]([CH3:25])([CH3:27])[CH3:26])[CH3:20])=[CH:15][CH:14]=3)[CH:12]=2)[C:9]=1[F:52])[CH3:2]. (2) Given the reactants [H-].[H-].[H-].[H-].[Li+].[Al+3].[NH:7]1[C:15]2[C:10](=[C:11]([CH2:16][CH2:17][C:18]#[N:19])[CH:12]=[CH:13][CH:14]=2)[CH:9]=[N:8]1, predict the reaction product. The product is: [NH:7]1[C:15]2[C:10](=[C:11]([CH2:16][CH2:17][CH2:18][NH2:19])[CH:12]=[CH:13][CH:14]=2)[CH:9]=[N:8]1. (3) Given the reactants [C:1]1([CH3:13])[CH:6]=[CH:5][CH:4]=[CH:3][C:2]=1[C:7]1[NH:8][C:9](=[S:12])[NH:10][CH:11]=1.C(N(CC)C(C)C)(C)C.Cl[CH2:24][C:25](Cl)=[O:26].[F:28][C:29]1[CH:30]=[C:31]([CH:34]=[C:35]([O:38][CH3:39])[C:36]=1[OH:37])[CH:32]=O, predict the reaction product. The product is: [F:28][C:29]1[CH:30]=[C:31](/[CH:32]=[C:24]2/[C:25](=[O:26])[N:10]3[CH:11]=[C:7]([C:2]4[CH:3]=[CH:4][CH:5]=[CH:6][C:1]=4[CH3:13])[N:8]=[C:9]3[S:12]/2)[CH:34]=[C:35]([O:38][CH3:39])[C:36]=1[OH:37]. (4) Given the reactants [N:1]([CH2:4][CH2:5][CH2:6][CH2:7][N:8]1[C@H:12](/[CH:13]=[N:14]/[S@@:15]([C:17]([CH3:20])([CH3:19])[CH3:18])=[O:16])[C@:11]([C@H:22]([O:25][Si:26]([C:39]([CH3:42])([CH3:41])[CH3:40])([C:33]2[CH:38]=[CH:37][CH:36]=[CH:35][CH:34]=2)[C:27]2[CH:32]=[CH:31][CH:30]=[CH:29][CH:28]=2)[CH2:23][CH3:24])([CH3:21])[O:10][C:9]1=[O:43])=[N+:2]=[N-:3].C(=O)=O.[F:47][C:48]([Si](C)(C)C)([F:50])[F:49].[NH4+].[Cl-], predict the reaction product. The product is: [N:1]([CH2:4][CH2:5][CH2:6][CH2:7][N:8]1[C@H:12]([C@H:13]([NH:14][S@@:15]([C:17]([CH3:20])([CH3:19])[CH3:18])=[O:16])[C:48]([F:50])([F:49])[F:47])[C@:11]([C@H:22]([O:25][Si:26]([C:39]([CH3:42])([CH3:41])[CH3:40])([C:27]2[CH:28]=[CH:29][CH:30]=[CH:31][CH:32]=2)[C:33]2[CH:34]=[CH:35][CH:36]=[CH:37][CH:38]=2)[CH2:23][CH3:24])([CH3:21])[O:10][C:9]1=[O:43])=[N+:2]=[N-:3]. (5) Given the reactants ClC1C=CC=C(C(OO)=[O:9])C=1.[CH3:12][C:13]1[CH:14]=[CH:15][CH:16]=[C:17]2[C:22]=1[N:21]=[CH:20][CH:19]=[CH:18]2, predict the reaction product. The product is: [CH3:12][C:13]1[CH:14]=[CH:15][CH:16]=[C:17]2[C:22]=1[N+:21]([O-:9])=[CH:20][CH:19]=[CH:18]2. (6) Given the reactants Cl.[F:2][CH:3]([F:31])[C:4]1[CH:9]=[CH:8][N:7]=[C:6]([NH:10][C:11]2[CH:16]=[C:15]([CH3:17])[CH:14]=[C:13]([C:18]3[CH:19]=[N:20][N:21]([CH2:23][CH:24]4[CH2:28][O:27]C(C)(C)[O:25]4)[CH:22]=3)[CH:12]=2)[N:5]=1.O.[OH-].[Na+], predict the reaction product. The product is: [F:31][CH:3]([F:2])[C:4]1[CH:9]=[CH:8][N:7]=[C:6]([NH:10][C:11]2[CH:12]=[C:13]([C:18]3[CH:19]=[N:20][N:21]([CH2:23][CH:24]([OH:25])[CH2:28][OH:27])[CH:22]=3)[CH:14]=[C:15]([CH3:17])[CH:16]=2)[N:5]=1.